From a dataset of Full USPTO retrosynthesis dataset with 1.9M reactions from patents (1976-2016). Predict the reactants needed to synthesize the given product. Given the product [NH2:14][C:8]1[CH:9]=[C:10]([CH2:11][CH:12]=[CH2:13])[C:3]([O:2][CH3:1])=[CH:4][C:5]=1[CH2:6][OH:7], predict the reactants needed to synthesize it. The reactants are: [CH3:1][O:2][C:3]1[CH:4]=[C:5]([C:8]([N+:14]([O-])=O)=[CH:9][C:10]=1[CH2:11][CH:12]=[CH2:13])[CH2:6][OH:7].[Cl-].[NH4+].